Dataset: Catalyst prediction with 721,799 reactions and 888 catalyst types from USPTO. Task: Predict which catalyst facilitates the given reaction. (1) Reactant: [CH:1]12[C:10](=[O:11])[O:9][C:7](=[O:8])[CH:2]1[CH2:3][CH2:4][CH2:5][CH2:6]2.[CH2:12]([CH:14]([CH2:17][CH2:18][CH2:19][CH3:20])[CH2:15][OH:16])[CH3:13].C(N(CC)CC)C.Cl[CH:29]([C:31]1[CH:36]=[CH:35][CH:34]=[CH:33][CH:32]=1)[CH3:30]. Product: [CH:2]1([C:7]([O:16][CH2:15][CH:14]([CH2:12][CH3:13])[CH2:17][CH2:18][CH2:19][CH3:20])=[O:8])[CH2:3][CH2:4][CH2:5][CH2:6][CH:1]1[C:10]([O:9][CH:29]([C:31]1[CH:36]=[CH:35][CH:34]=[CH:33][CH:32]=1)[CH3:30])=[O:11]. The catalyst class is: 6. (2) Reactant: Cl.Cl.[C:3]12([CH2:13][C:14]([NH:16][C:17]3[C:26]([CH3:27])=[CH:25][CH:24]=[C:23]4[C:18]=3[CH:19]=[CH:20][C:21]([N:28]3[CH2:33][CH2:32][CH:31]([NH2:34])[CH2:30][CH2:29]3)=[N:22]4)=[O:15])[CH2:12][CH:7]3[CH2:8][CH:9]([CH2:11][CH:5]([CH2:6]3)[CH2:4]1)[CH2:10]2.[Si:35]([O:42][CH2:43][CH:44]=O)([C:38]([CH3:41])([CH3:40])[CH3:39])([CH3:37])[CH3:36].C(O[BH-](OC(=O)C)OC(=O)C)(=O)C.[Na+].C(=O)(O)[O-].[Na+]. Product: [C:3]12([CH2:13][C:14]([NH:16][C:17]3[C:26]([CH3:27])=[CH:25][CH:24]=[C:23]4[C:18]=3[CH:19]=[CH:20][C:21]([N:28]3[CH2:29][CH2:30][CH:31]([NH:34][CH2:44][CH2:43][O:42][Si:35]([C:38]([CH3:41])([CH3:40])[CH3:39])([CH3:37])[CH3:36])[CH2:32][CH2:33]3)=[N:22]4)=[O:15])[CH2:4][CH:5]3[CH2:6][CH:7]([CH2:8][CH:9]([CH2:11]3)[CH2:10]1)[CH2:12]2. The catalyst class is: 4. (3) Reactant: [N:1]([CH2:4][C:5]1[CH:6]=[CH:7][CH:8]=[C:9]2[C:14]=1[N:13]=[CH:12][CH:11]=[CH:10]2)=[N+]=[N-]. Product: [NH2:1][CH2:4][C:5]1[CH:6]=[CH:7][CH:8]=[C:9]2[C:14]=1[N:13]=[CH:12][CH:11]=[CH:10]2. The catalyst class is: 99. (4) Reactant: [CH2:1]([O:3]N)[CH3:2].Cl.C(Cl)Cl.[BH3-][C:10]#[N:11].[Na+].Cl.N1[CH:19]=[CH:18][CH:17]=[CH:16][CH:15]=1. Product: [CH2:1]([O:3][NH:11][CH2:10][C:15]1[C:19]2[C:19](=[CH:15][CH:16]=[CH:17][CH:18]=2)[CH:18]=[CH:17][CH:16]=1)[CH3:2]. The catalyst class is: 14. (5) Reactant: C([O:3][C:4]([C:6]1([CH2:20][S:21][CH2:22][C:23]2[O:24][CH:25]=[CH:26][CH:27]=2)[C:10]([S:11][CH2:12][C:13]2[O:14][CH:15]=[CH:16][CH:17]=2)=[C:9]([OH:18])[C:8](=[O:19])[O:7]1)=O)C.[Li+].[BH4-].O.Cl. Product: [O:14]1[CH:15]=[CH:16][CH:17]=[C:13]1[CH2:12][S:11][C:10]1[C:6]([CH2:20][S:21][CH2:22][C:23]2[O:24][CH:25]=[CH:26][CH:27]=2)([CH2:4][OH:3])[O:7][C:8](=[O:19])[C:9]=1[OH:18]. The catalyst class is: 7. (6) Reactant: [F:1][C:2]1[CH:7]=[C:6]([F:8])[CH:5]=[CH:4][C:3]=1[C:9]1[N:14]=[C:13]([CH:15]([C:24]2[C:31]([F:32])=[CH:30][C:27]([C:28]#[N:29])=[CH:26][C:25]=2[F:33])[C:16](=[O:23])[C:17]#[C:18][Si](C)(C)C)[CH:12]=[CH:11][CH:10]=1.O.[F-].C([N+](CCCC)(CCCC)CCCC)CCC. Product: [F:1][C:2]1[CH:7]=[C:6]([F:8])[CH:5]=[CH:4][C:3]=1[C:9]1[N:14]=[C:13]([CH:15]([C:24]2[C:31]([F:32])=[CH:30][C:27]([C:28]#[N:29])=[CH:26][C:25]=2[F:33])[C:16](=[O:23])[C:17]#[CH:18])[CH:12]=[CH:11][CH:10]=1. The catalyst class is: 49.